Dataset: Reaction yield outcomes from USPTO patents with 853,638 reactions. Task: Predict the reaction yield, written as a fraction of the theoretical maximum amount of product (1.0 means a 100% yield; for example, 0.34 means a 34% yield). The reactants are N[CH:2]([C:21]1[CH:22]=[CH:23][C:24]2[O:29][CH2:28][C:27](=[O:30])[NH:26][C:25]=2[CH:31]=1)[CH2:3][N:4]1[CH2:9][CH2:8][N:7]([C:10]2[CH:19]=[CH:18][CH:17]=[C:16]3[C:11]=2[CH:12]=[CH:13][C:14]([CH3:20])=[N:15]3)[CH2:6][CH2:5]1.[C:32]1([O:38]C2C=CC=CC=2)[CH:37]=[CH:36][CH:35]=[CH:34][CH:33]=1.C1(C)C=CC(S(O)(=O)=O)=CC=1. No catalyst specified. The product is [CH3:20][C:14]1[CH:13]=[CH:12][C:11]2[C:16](=[CH:17][CH:18]=[CH:19][C:10]=2[N:7]2[CH2:8][CH2:9][N:4]([CH2:3][CH:2]([C:21]3[CH:22]=[CH:23][C:24]4[O:29][CH2:28][C:27](=[O:30])[NH:26][C:25]=4[CH:31]=3)[O:38][C:32]3[CH:37]=[CH:36][CH:35]=[CH:34][CH:33]=3)[CH2:5][CH2:6]2)[N:15]=1. The yield is 0.240.